The task is: Regression/Classification. Given a drug SMILES string, predict its absorption, distribution, metabolism, or excretion properties. Task type varies by dataset: regression for continuous measurements (e.g., permeability, clearance, half-life) or binary classification for categorical outcomes (e.g., BBB penetration, CYP inhibition). Dataset: cyp2c9_veith.. This data is from CYP2C9 inhibition data for predicting drug metabolism from PubChem BioAssay. (1) The compound is CCC(CC)C(=O)Nc1c2c(nn1-c1ccc(OC)cc1)CS(=O)(=O)C2. The result is 1 (inhibitor). (2) The molecule is NC(=O)c1cc[n+](CC2=C(C(=O)[O-])N3C(=O)[C@@H](NC(=O)Cc4cccs4)[C@@H]3SC2)cc1. The result is 0 (non-inhibitor).